This data is from Catalyst prediction with 721,799 reactions and 888 catalyst types from USPTO. The task is: Predict which catalyst facilitates the given reaction. (1) Reactant: [N+:1]([C:4]1[CH:5]=[C:6]([CH:18]=[CH:19][CH:20]=1)[O:7][C:8]1[CH:9]=[CH:10][C:11]2[CH2:15][O:14][B:13]([OH:16])[C:12]=2[CH:17]=1)([O-])=O.[H][H]. Product: [NH2:1][C:4]1[CH:5]=[C:6]([CH:18]=[CH:19][CH:20]=1)[O:7][C:8]1[CH:9]=[CH:10][C:11]2[CH2:15][O:14][B:13]([OH:16])[C:12]=2[CH:17]=1. The catalyst class is: 78. (2) Reactant: Cl.[NH2:2][CH:3]1[CH:10]2[CH2:11][CH:6]3[CH2:7][CH:8]([CH2:12][CH:4]1[CH2:5]3)[CH2:9]2.C1N=CN([C:18]([N:20]2[CH:24]=N[CH:22]=[CH:21]2)=[O:19])C=1.CCN(C(C)C)C(C)C.N1CC[C:37]2([C:47]3[C:42](=[CH:43][CH:44]=[CH:45][CH:46]=3)[CH:41]([CH2:48][C:49]([OH:51])=[O:50])[CH2:40]2)[CH2:36]C1. Product: [CH:10]12[CH2:11][CH:6]3[CH2:7][CH:8]([CH2:12][CH:4]([CH2:5]3)[CH:3]1[NH:2][C:18]([N:20]1[CH2:21][CH2:22][C:37]3([C:47]4[C:42](=[CH:43][CH:44]=[CH:45][CH:46]=4)[CH:41]([CH2:48][C:49]([OH:51])=[O:50])[CH2:40]3)[CH2:36][CH2:24]1)=[O:19])[CH2:9]2. The catalyst class is: 2. (3) Reactant: [Br:1][C:2]1[CH:7]=[CH:6][C:5]([C:8]2[O:12][N:11]=[C:10]([CH3:13])[C:9]=2[CH:14]([OH:18])[CH2:15][CH:16]=[CH2:17])=[CH:4][CH:3]=1.I[C:20]1[CH:25]=[CH:24][CH:23]=[CH:22][CH:21]=1.C(N(CC)CC)C. Product: [Br:1][C:2]1[CH:3]=[CH:4][C:5]([C:8]2[O:12][N:11]=[C:10]([CH3:13])[C:9]=2[C:14](=[O:18])[CH2:15][CH2:16][CH2:17][C:20]2[CH:25]=[CH:24][CH:23]=[CH:22][CH:21]=2)=[CH:6][CH:7]=1. The catalyst class is: 524. (4) Reactant: [C:1]([CH2:4][C:5]1[N:13]=[CH:12][CH:11]=[CH:10][C:6]=1[C:7]([OH:9])=[O:8])(O)=[O:2].C(OC#C[Si](C)(C)C)C. Product: [OH:2][C:1]1[O:8][C:7](=[O:9])[C:6]2[C:5](=[N:13][CH:12]=[CH:11][CH:10]=2)[CH:4]=1. The catalyst class is: 2. (5) Reactant: [CH:1]1(B(O)O)[CH2:3][CH2:2]1.C(=O)([O-])[O-].[Na+].[Na+].C1(P(C2CCCCC2)C2C=CC=CC=2C2C(OC)=CC=CC=2OC)CCCCC1.I[C:43]1[CH:52]=[CH:51][C:46]([C:47]([O:49][CH3:50])=[O:48])=[C:45]([O:53][CH:54]([CH3:56])[CH3:55])[CH:44]=1. Product: [CH:1]1([C:43]2[CH:52]=[CH:51][C:46]([C:47]([O:49][CH3:50])=[O:48])=[C:45]([O:53][CH:54]([CH3:56])[CH3:55])[CH:44]=2)[CH2:3][CH2:2]1. The catalyst class is: 491. (6) Reactant: [CH3:1][O:2][C:3]1[CH:17]=[C:16]([O:18][CH3:19])[CH:15]=[CH:14][C:4]=1[CH2:5][NH:6][C:7]1[CH:12]=[CH:11][C:10]([F:13])=[CH:9][N:8]=1.[Li+].C[Si]([N-][Si](C)(C)C)(C)C.[C:30]([C:32]1[CH:33]=[C:34]([S:39](Cl)(=[O:41])=[O:40])[CH:35]=[CH:36][C:37]=1[F:38])#[N:31]. Product: [C:30]([C:32]1[CH:33]=[C:34]([S:39]([N:6]([CH2:5][C:4]2[CH:14]=[CH:15][C:16]([O:18][CH3:19])=[CH:17][C:3]=2[O:2][CH3:1])[C:7]2[CH:12]=[CH:11][C:10]([F:13])=[CH:9][N:8]=2)(=[O:41])=[O:40])[CH:35]=[CH:36][C:37]=1[F:38])#[N:31]. The catalyst class is: 1. (7) Reactant: [CH3:1][C:2]1([CH3:9])[NH:7][CH2:6][CH2:5][NH:4][C:3]1=[O:8].[CH2:10](Br)[C:11]1[CH:16]=[CH:15][CH:14]=[CH:13][CH:12]=1.C(N(CC)CC)C. Product: [CH2:10]([N:7]1[CH2:6][CH2:5][NH:4][C:3](=[O:8])[C:2]1([CH3:9])[CH3:1])[C:11]1[CH:16]=[CH:15][CH:14]=[CH:13][CH:12]=1. The catalyst class is: 288. (8) Reactant: [NH2:1][C:2]1[CH:3]=[CH:4][C:5]([O:11][CH:12]([C:19]2[CH:24]=[CH:23][CH:22]=[CH:21][CH:20]=2)[C:13]2[CH:18]=[CH:17][CH:16]=[CH:15][CH:14]=2)=[C:6]([C:8](=[O:10])[CH3:9])[CH:7]=1.[CH3:25][O:26][C:27]1[CH:28]=[C:29]([N:35]=[C:36]=[O:37])[CH:30]=[CH:31][C:32]=1[O:33][CH3:34]. Product: [C:8]([C:6]1[CH:7]=[C:2]([NH:1][C:36]([NH:35][C:29]2[CH:30]=[CH:31][C:32]([O:33][CH3:34])=[C:27]([O:26][CH3:25])[CH:28]=2)=[O:37])[CH:3]=[CH:4][C:5]=1[O:11][CH:12]([C:13]1[CH:18]=[CH:17][CH:16]=[CH:15][CH:14]=1)[C:19]1[CH:20]=[CH:21][CH:22]=[CH:23][CH:24]=1)(=[O:10])[CH3:9]. The catalyst class is: 1. (9) Reactant: [CH3:1]I.[Li+].[BH4-].[CH3:5][O:6][C:7]1[CH:8]=[C:9]([CH:14]=[C:15]([O:20][CH3:21])[C:16]=1[CH:17]([CH3:19])[CH3:18])[C:10]([O:12]C)=O.Cl. Product: [CH3:21][O:20][C:15]1[CH:14]=[C:9]([CH:10]([OH:12])[CH3:1])[CH:8]=[C:7]([O:6][CH3:5])[C:16]=1[CH:17]([CH3:19])[CH3:18]. The catalyst class is: 316.